From a dataset of Full USPTO retrosynthesis dataset with 1.9M reactions from patents (1976-2016). Predict the reactants needed to synthesize the given product. (1) Given the product [C:8]1([N:14]2[CH2:19][CH2:18][CH2:17][CH2:16][CH2:15]2)[CH:13]=[CH:12][CH:11]=[CH:10][CH:9]=1, predict the reactants needed to synthesize it. The reactants are: CC(C)([O-])C.[K+].Br[C:8]1[CH:13]=[CH:12][CH:11]=[CH:10][CH:9]=1.[NH:14]1[CH2:19][CH2:18][CH2:17][CH2:16][CH2:15]1. (2) Given the product [C:40]([C:44]1[CH:38]=[C:39]([NH:35][C:33]([N:1]2[C:9]3[C:4](=[CH:5][CH:6]=[CH:7][CH:8]=3)[CH:3]=[CH:2]2)=[O:34])[NH:47][N:48]=1)([CH3:43])([CH3:42])[CH3:41], predict the reactants needed to synthesize it. The reactants are: [NH:1]1[C:9]2[C:4](=[CH:5][C:6](OC3C4C(C)N(C(OC(C)(C)C)=O)CC=4N=CN=3)=[CH:7][CH:8]=2)[CH:3]=[CH:2]1.N1([C:33]([N:35]2[CH:39]=[CH:38]N=C2)=[O:34])C=CN=C1.[C:40]([C:44]1[NH:48][N:47]=C(N)C=1)([CH3:43])([CH3:42])[CH3:41].Cl.C(O)(C(F)(F)F)=O. (3) Given the product [CH3:12][O:11][C:9]1[NH:8][N:7]=[C:6]([C:4]([OH:5])=[O:3])[CH:10]=1, predict the reactants needed to synthesize it. The reactants are: C([O:3][C:4]([C:6]1[CH:10]=[C:9]([O:11][CH3:12])[NH:8][N:7]=1)=[O:5])C.[OH-].[Na+].Cl. (4) The reactants are: Br[C:2]1[C:3]([CH3:16])=[C:4]([CH3:15])[C:5]2[O:9][C:8]([CH2:11][OH:12])([CH3:10])[CH2:7][C:6]=2[C:13]=1[CH3:14].[CH3:17][C:18]1[CH:23]=[CH:22][C:21]([N:24]2[CH2:29][CH2:28][NH:27][CH2:26][CH2:25]2)=[CH:20][CH:19]=1. Given the product [CH3:10][C:8]1([CH2:11][OH:12])[CH2:7][C:6]2[C:13]([CH3:14])=[C:2]([N:27]3[CH2:28][CH2:29][N:24]([C:21]4[CH:22]=[CH:23][C:18]([CH3:17])=[CH:19][CH:20]=4)[CH2:25][CH2:26]3)[C:3]([CH3:16])=[C:4]([CH3:15])[C:5]=2[O:9]1, predict the reactants needed to synthesize it. (5) Given the product [CH:27]1([N:24]2[C:5]3[N:6]=[C:7]([NH:10][C:11]4[CH:16]=[CH:15][C:14]([N:17]5[CH2:22][CH2:21][N:20]([CH3:23])[CH2:19][CH2:18]5)=[CH:13][N:12]=4)[N:8]=[CH:9][C:4]=3[C:3]([CH3:32])=[C:2]([C:45]([O:47][CH2:48][CH3:49])=[CH2:46])[C:25]2=[O:26])[CH2:28][CH2:29][CH2:30][CH2:31]1, predict the reactants needed to synthesize it. The reactants are: Br[C:2]1[C:25](=[O:26])[N:24]([CH:27]2[CH2:31][CH2:30][CH2:29][CH2:28]2)[C:5]2[N:6]=[C:7]([NH:10][C:11]3[CH:16]=[CH:15][C:14]([N:17]4[CH2:22][CH2:21][N:20]([CH3:23])[CH2:19][CH2:18]4)=[CH:13][N:12]=3)[N:8]=[CH:9][C:4]=2[C:3]=1[CH3:32].C1(C)C=CC=CC=1.C([Sn](CCCC)(CCCC)[C:45]([O:47][CH2:48][CH3:49])=[CH2:46])CCC. (6) Given the product [ClH:16].[CH3:15][O:14][CH2:13][CH2:12][CH:10]1[CH2:11][NH:8][CH2:9]1, predict the reactants needed to synthesize it. The reactants are: C(OC([N:8]1[CH2:11][CH:10]([CH2:12][CH2:13][O:14][CH3:15])[CH2:9]1)=O)(C)(C)C.[ClH:16].O1CCOCC1. (7) Given the product [O:17]([C:13]1[CH:12]=[C:11]([C:6]23[CH2:7][CH2:8][C:3]([CH2:2][S:24][CH2:25][CH2:26][C:27]([O:29][CH3:30])=[O:28])([CH2:10][CH2:9]2)[CH2:4][O:5]3)[CH:16]=[CH:15][CH:14]=1)[C:18]1[CH:31]=[CH:20][CH:21]=[CH:22][CH:23]=1, predict the reactants needed to synthesize it. The reactants are: I[CH2:2][C:3]12[CH2:10][CH2:9][C:6]([C:11]3[CH:16]=[CH:15][CH:14]=[C:13]([O:17][CH:18]4[CH2:23][CH2:22][CH2:21][CH2:20]O4)[CH:12]=3)([CH2:7][CH2:8]1)[O:5][CH2:4]2.[SH:24][CH2:25][CH2:26][C:27]([O:29][CH3:30])=[O:28].[C:31]([O-])([O-])=O.[K+].[K+].